This data is from Forward reaction prediction with 1.9M reactions from USPTO patents (1976-2016). The task is: Predict the product of the given reaction. (1) Given the reactants [OH:1][C:2]1[C:9]([OH:10])=[C:8]([O:11][CH3:12])[CH:7]=[CH:6][C:3]=1[CH:4]=[O:5].[C:13]([O-])([O-])=O.[K+].[K+].Br[CH:20]([CH3:22])[CH3:21].O.CCO[C:27]([CH3:29])=O, predict the reaction product. The product is: [CH:20]([O:1][C:2]1[C:9]([O:10][CH:27]([CH3:29])[CH3:13])=[C:8]([O:11][CH3:12])[CH:7]=[CH:6][C:3]=1[CH:4]=[O:5])([CH3:22])[CH3:21]. (2) Given the reactants [Cl:1][C:2]1[N:7]=[C:6]([NH:8][C:9]2[CH:10]=[C:11](/[CH:15]=[CH:16]\[C:17]3[CH:22]=[C:21]([NH:23]C(=O)OC(C)(C)C)[CH:20]=[CH:19][N:18]=3)[CH:12]=[CH:13][CH:14]=2)[C:5]([Cl:31])=[CH:4][N:3]=1.[ClH:32], predict the reaction product. The product is: [ClH:1].[ClH:32].[NH2:23][C:21]1[CH:20]=[CH:19][N:18]=[C:17](/[CH:16]=[CH:15]\[C:11]2[CH:10]=[C:9]([NH:8][C:6]3[C:5]([Cl:31])=[CH:4][N:3]=[C:2]([Cl:1])[N:7]=3)[CH:14]=[CH:13][CH:12]=2)[CH:22]=1. (3) Given the reactants [CH3:1][CH:2]([C:8]([O:10]CC)=O)[C:3]([O:5][CH2:6][CH3:7])=[O:4].N1C=CC=CC=1.[F:19][C:20]1[CH:21]=[C:22]([NH2:27])[CH:23]=[C:24]([F:26])[CH:25]=1, predict the reaction product. The product is: [F:19][C:20]1[CH:21]=[C:22]([NH:27][C:8](=[O:10])[CH:2]([CH3:1])[C:3]([O:5][CH2:6][CH3:7])=[O:4])[CH:23]=[C:24]([F:26])[CH:25]=1. (4) Given the reactants [F:1][C:2]1[CH:10]=[CH:9][C:5]([C:6]([OH:8])=O)=[CH:4][C:3]=1[CH3:11].CCN(C(C)C)C(C)C.CN(C(ON1N=NC2C=CC=CC1=2)=[N+](C)C)C.[B-](F)(F)(F)F.[N:43]1([CH2:47][C@H:48]([CH:51]2[CH2:53][CH2:52]2)[NH:49][CH3:50])[CH2:46][CH2:45][CH2:44]1, predict the reaction product. The product is: [N:43]1([CH2:47][C@@H:48]([N:49]([CH3:50])[C:6](=[O:8])[C:5]2[CH:9]=[CH:10][C:2]([F:1])=[C:3]([CH3:11])[CH:4]=2)[CH:51]2[CH2:53][CH2:52]2)[CH2:46][CH2:45][CH2:44]1. (5) Given the reactants C(N(CC)CC)C.[C:8]([O:11][CH2:12][CH2:13][C:14]1[CH:15]=[C:16]2[C:20](=[CH:21][CH:22]=1)[N:19](C(OC(C)(C)C)=O)[CH:18]=[C:17]2[CH:30]=[O:31])(=[O:10])[CH3:9].[CH3:32][O:33][C:34]1[CH:35]=[C:36]([N:40]=[CH:41][C:42]2[CH:50]=[C:45]3[CH:46]=[CH:47][CH:48]=[CH:49][N:44]3[N:43]=2)[CH:37]=[N:38][CH:39]=1, predict the reaction product. The product is: [C:8]([O:11][CH2:12][CH2:13][C:14]1[CH:15]=[C:16]2[C:20](=[CH:21][CH:22]=1)[NH:19][CH:18]=[C:17]2[C:30](=[O:31])[CH:41]([NH:40][C:36]1[CH:37]=[N:38][CH:39]=[C:34]([O:33][CH3:32])[CH:35]=1)[C:42]1[CH:50]=[C:45]2[CH:46]=[CH:47][CH:48]=[CH:49][N:44]2[N:43]=1)(=[O:10])[CH3:9]. (6) Given the reactants [CH3:1][C:2]1([CH3:19])[CH2:7][CH2:6][C:5]([CH:8]([CH3:11])[CH2:9][OH:10])=[C:4]2[C:12]([CH3:18])([CH3:17])[CH:13]3[CH2:16][C:3]12[CH2:15][CH2:14]3.[CH2:20]1COCC1.[H-].[Na+].CI, predict the reaction product. The product is: [CH3:20][O:10][CH2:9][CH:8]([C:5]1[CH2:6][CH2:7][C:2]([CH3:1])([CH3:19])[C:3]23[CH2:16][CH:13]([CH2:14][CH2:15]2)[C:12]([CH3:18])([CH3:17])[C:4]=13)[CH3:11]. (7) Given the reactants [CH2:1]([C:3]1[N:7]([C:8]2[N:16]=[C:15]3[C:11]([N:12]=[C:13]([CH:18]=O)[N:14]3[CH3:17])=[C:10]([N:20]3[CH2:25][CH2:24][O:23][CH2:22][CH2:21]3)[N:9]=2)[C:6]2[CH:26]=[CH:27][CH:28]=[CH:29][C:5]=2[N:4]=1)[CH3:2].[O:30]1[CH2:33][CH:32]([N:34]2[CH2:41][C:38]3([CH2:40][CH2:39]3)[NH:37][CH2:36][CH2:35]2)[CH2:31]1.C(O[BH-](OC(=O)C)OC(=O)C)(=O)C.[Na+], predict the reaction product. The product is: [CH2:1]([C:3]1[N:7]([C:8]2[N:16]=[C:15]3[C:11]([N:12]=[C:13]([CH2:18][N:37]4[CH2:36][CH2:35][N:34]([CH:32]5[CH2:33][O:30][CH2:31]5)[CH2:41][C:38]54[CH2:39][CH2:40]5)[N:14]3[CH3:17])=[C:10]([N:20]3[CH2:25][CH2:24][O:23][CH2:22][CH2:21]3)[N:9]=2)[C:6]2[CH:26]=[CH:27][CH:28]=[CH:29][C:5]=2[N:4]=1)[CH3:2]. (8) Given the reactants Cl.[CH2:2]([CH:9]1[CH2:14][CH2:13][N:12]([CH:15]([CH3:19])[C:16]([OH:18])=O)[CH2:11][CH2:10]1)[C:3]1[CH:8]=[CH:7][CH:6]=[CH:5][CH:4]=1.C(N(CC)CC)C.[NH2:27][C:28]1[CH:37]=[CH:36][C:31]2[NH:32][C:33](=[O:35])[O:34][C:30]=2[CH:29]=1.CN(C(ON1N=NC2C=CC=CC1=2)=[N+](C)C)C.F[P-](F)(F)(F)(F)F, predict the reaction product. The product is: [CH2:2]([CH:9]1[CH2:10][CH2:11][N:12]([CH:15]([CH3:19])[C:16]([NH:27][C:28]2[CH:37]=[CH:36][C:31]3[NH:32][C:33](=[O:35])[O:34][C:30]=3[CH:29]=2)=[O:18])[CH2:13][CH2:14]1)[C:3]1[CH:4]=[CH:5][CH:6]=[CH:7][CH:8]=1.